The task is: Predict the reactants needed to synthesize the given product.. This data is from Full USPTO retrosynthesis dataset with 1.9M reactions from patents (1976-2016). (1) Given the product [NH2:7][CH2:8][CH:9]1[C:13](=[O:14])[N:12]([C:15]2[CH:20]=[CH:19][C:18]([C:21]#[N:22])=[C:17]([Cl:23])[C:16]=2[CH3:24])[C:11](=[O:25])[N:10]1[CH3:26], predict the reactants needed to synthesize it. The reactants are: C(OC(=O)[NH:7][CH2:8][CH:9]1[C:13](=[O:14])[N:12]([C:15]2[CH:20]=[CH:19][C:18]([C:21]#[N:22])=[C:17]([Cl:23])[C:16]=2[CH3:24])[C:11](=[O:25])[N:10]1[CH3:26])(C)(C)C. (2) Given the product [Cl:1][C:2]1[N:3]=[C:4]([C:17]#[N:18])[NH:5][C:6]=1[C:7]1[CH:8]=[C:9]([C:10]([N:20]2[CH2:25][CH2:24][CH:23]([C:26]3[CH:27]=[CH:28][C:29]([C:30]#[N:31])=[CH:32][CH:33]=3)[CH2:22][CH2:21]2)=[O:12])[CH:13]=[CH:14][C:15]=1[CH3:16], predict the reactants needed to synthesize it. The reactants are: [Cl:1][C:2]1[N:3]=[C:4]([C:17]#[N:18])[NH:5][C:6]=1[C:7]1[CH:8]=[C:9]([CH:13]=[CH:14][C:15]=1[CH3:16])[C:10]([OH:12])=O.Cl.[NH:20]1[CH2:25][CH2:24][CH:23]([C:26]2[CH:33]=[CH:32][C:29]([C:30]#[N:31])=[CH:28][CH:27]=2)[CH2:22][CH2:21]1.CN(C(ON1N=NC2C=CC=CC1=2)=[N+](C)C)C.F[P-](F)(F)(F)(F)F.CCN(C(C)C)C(C)C. (3) Given the product [NH2:20][C:15]1[C:16]([C:4]([C:3]2[C:6]([O:10][CH3:11])=[CH:7][CH:8]=[CH:9][C:2]=2[F:1])=[O:5])=[N:17][CH:18]=[C:13]([Cl:12])[CH:14]=1, predict the reactants needed to synthesize it. The reactants are: [F:1][C:2]1[CH:9]=[CH:8][CH:7]=[C:6]([O:10][CH3:11])[C:3]=1[CH:4]=[O:5].[Cl:12][C:13]1[CH:14]=[C:15]([N+:20]([O-])=O)[C:16](I)=[N:17][CH:18]=1. (4) Given the product [ClH:1].[NH2:2][C:3]1[NH:7][C:6]2[CH:8]=[C:9]([NH:12][C:13](=[O:14])[CH2:15][C:16]3([CH2:17][C:34]([OH:36])=[O:35])[CH2:20][CH2:21][CH2:22]3)[CH:10]=[CH:11][C:5]=2[N:4]=1, predict the reactants needed to synthesize it. The reactants are: [ClH:1].[NH2:2][C:3]1[NH:7][C:6]2[CH:8]=[C:9]([NH:12][C:13]([C:15]3C=[CH:22][CH:21]=[CH:20][C:16]=3[C:17](O)=O)=[O:14])[CH:10]=[CH:11][C:5]=2[N:4]=1.NC1C=CC2N=C(N(C(OC(C)(C)C)=O)[C:34]([O:36]C(C)(C)C)=[O:35])N(C(OC(C)(C)C)=O)C=2C=1. (5) Given the product [Cl:2][C:3]1[C:12]2[C:7](=[CH:8][CH:9]=[CH:10][CH:11]=2)[CH:6]=[CH:5][C:4]=1[NH:13][CH2:14][CH2:15][NH:16][CH2:28][C:24]1[O:23][CH:27]=[CH:26][CH:25]=1, predict the reactants needed to synthesize it. The reactants are: [Cl-].[Cl:2][C:3]1[C:12]2[C:7](=[CH:8][CH:9]=[CH:10][CH:11]=2)[CH:6]=[CH:5][C:4]=1[NH:13][CH2:14][CH2:15][NH3+:16].C([O-])([O-])=O.[K+].[K+].[O:23]1[CH:27]=[CH:26][CH:25]=[C:24]1[CH:28]=O.[BH4-].[Na+]. (6) Given the product [OH:19][C:2]1[C:10]([C:11]2[CH:16]=[CH:15][C:14]([O:17][CH3:18])=[CH:13][CH:12]=2)=[CH:9][C:5]([C:6]([NH2:8])=[O:7])=[CH:4][N:3]=1, predict the reactants needed to synthesize it. The reactants are: N[C:2]1[C:10]([C:11]2[CH:16]=[CH:15][C:14]([O:17][CH3:18])=[CH:13][CH:12]=2)=[CH:9][C:5]([C:6]([NH2:8])=[O:7])=[CH:4][N:3]=1.[OH:19]S(O)(=O)=O.N([O-])=O.[Na+]. (7) Given the product [F:21][C:22]([F:35])([F:34])[S:23]([O:13][C:3]1[CH:4]=[CH:5][C:6]([C:8]2[N:9]=[CH:10][S:11][CH:12]=2)=[CH:7][C:2]=1[F:1])(=[O:25])=[O:24], predict the reactants needed to synthesize it. The reactants are: [F:1][C:2]1[CH:7]=[C:6]([C:8]2[N:9]=[CH:10][S:11][CH:12]=2)[CH:5]=[CH:4][C:3]=1[OH:13].C(N(CC)CC)C.[F:21][C:22]([F:35])([F:34])[S:23](O[S:23]([C:22]([F:35])([F:34])[F:21])(=[O:25])=[O:24])(=[O:25])=[O:24].